From a dataset of Catalyst prediction with 721,799 reactions and 888 catalyst types from USPTO. Predict which catalyst facilitates the given reaction. Reactant: C[Si]([N-][Si](C)(C)C)(C)C.[Na+].[CH3:11][O:12][CH2:13][CH:14]([OH:16])[CH3:15].[Br:17][C:18]1[CH:19]=[C:20]([CH:23]=[C:24](F)[CH:25]=1)[C:21]#[N:22].O. Product: [Br:17][C:18]1[CH:19]=[C:20]([CH:23]=[C:24]([O:16][CH:14]([CH3:15])[CH2:13][O:12][CH3:11])[CH:25]=1)[C:21]#[N:22]. The catalyst class is: 3.